Dataset: Reaction yield outcomes from USPTO patents with 853,638 reactions. Task: Predict the reaction yield, written as a fraction of the theoretical maximum amount of product (1.0 means a 100% yield; for example, 0.34 means a 34% yield). (1) The reactants are [Br:1][C:2]1[C:3]([C:9]([F:12])([F:11])[F:10])=[CH:4][C:5]([NH2:8])=[N:6][CH:7]=1.[C:13](OCC)(=[O:15])[CH3:14].C(OC(=O)C)(=O)C. The catalyst is CN(C)C1C=CN=CC=1.CCCCCCC. The product is [Br:1][C:2]1[C:3]([C:9]([F:12])([F:10])[F:11])=[CH:4][C:5]([NH:8][C:13](=[O:15])[CH3:14])=[N:6][CH:7]=1. The yield is 0.900. (2) The product is [Cl:54][C:67]1[CH:68]=[CH:69][C:70]([F:72])=[CH:71][C:66]=1[C:65]([N:62]1[CH2:61][CH2:60][N:59]([C:57](=[O:58])[CH2:56][NH:55][C:43]([C:41]2[N:40]=[N:39][N:38]([C:33]3[CH:34]=[CH:35][CH:36]=[CH:37][C:32]=3[F:31])[CH:42]=2)=[O:45])[CH2:64][CH2:63]1)=[O:74]. The catalyst is CN(C=O)C.O. The reactants are CCN(C(C)C)C(C)C.C1C=CC2N(O)N=NC=2C=1.CCN=C=NCCCN(C)C.[F:31][C:32]1[CH:37]=[CH:36][CH:35]=[CH:34][C:33]=1[N:38]1[CH:42]=[C:41]([C:43]([OH:45])=O)[N:40]=[N:39]1.FC1C=CC=CC=1N.[ClH:54].[NH2:55][CH2:56][C:57]([N:59]1[CH2:64][CH2:63][N:62]([C:65](=[O:74])[C:66]2[CH:71]=[C:70]([F:72])[CH:69]=[CH:68][C:67]=2Cl)[CH2:61][CH2:60]1)=[O:58].ClC1C=CC(F)=CC=1C(O)=O. The yield is 0.464. (3) The reactants are Br[C:2]1[CH:10]=[CH:9][C:5]([C:6]([OH:8])=[O:7])=[CH:4][C:3]=1[O:11][CH3:12].[Li]CCCC.[CH3:18][C:19]([CH3:21])=[O:20].Cl. The catalyst is C1COCC1.[OH-].[Na+]. The product is [OH:20][C:19]([C:2]1[CH:10]=[CH:9][C:5]([C:6]([OH:8])=[O:7])=[CH:4][C:3]=1[O:11][CH3:12])([CH3:21])[CH3:18]. The yield is 0.340. (4) The reactants are [N:1]1([CH2:9][C:10]([OH:12])=[O:11])[CH:8]=[CH:7][C:5]([NH2:6])=[N:4][C:2]1=[O:3].C(N1C=CN=C1)(N1[CH:19]=[CH:18]N=C1)=O.[CH2:25]([OH:35])[C:26]1[CH:34]=[CH:33][C:32]2[O:31][CH2:30][O:29][C:28]=2[CH:27]=1.CN([CH:39]=[O:40])C. No catalyst specified. The product is [CH2:18]([O:11][C:10](=[O:12])[CH2:9][N:1]1[CH:8]=[CH:7][C:5]([NH:6][C:39]([O:35][CH2:25][C:26]2[CH:34]=[CH:33][C:32]3[O:31][CH2:30][O:29][C:28]=3[CH:27]=2)=[O:40])=[N:4][C:2]1=[O:3])[CH3:19]. The yield is 0.960. (5) The reactants are [C:1]([NH:9][C@@H:10]1[CH2:19][CH2:18][C:13]2([O:17][CH2:16][CH2:15][O:14]2)[CH2:12][C@@H:11]1[C:20]([O:22]CC)=[O:21])(=[O:8])[C:2]1[CH:7]=[CH:6][CH:5]=[CH:4][CH:3]=1.[Li+].[OH-].O. The catalyst is C1COCC1. The product is [C:1]([NH:9][C@@H:10]1[CH2:19][CH2:18][C:13]2([O:17][CH2:16][CH2:15][O:14]2)[CH2:12][C@@H:11]1[C:20]([OH:22])=[O:21])(=[O:8])[C:2]1[CH:7]=[CH:6][CH:5]=[CH:4][CH:3]=1. The yield is 1.00. (6) The reactants are Cl.[Cl:2][C:3]1[C:4]([F:24])=[C:5]([NH:9][C:10]2[C:19]3[C:14](=[CH:15][C:16]([O:22][CH3:23])=[C:17]([CH2:20]Cl)[CH:18]=3)[N:13]=[CH:12][N:11]=2)[CH:6]=[CH:7][CH:8]=1.[NH2:25][C:26]([C:28]1([NH:41][CH3:42])[CH2:33][CH2:32][N:31]([C:34]([O:36][C:37]([CH3:40])([CH3:39])[CH3:38])=[O:35])[CH2:30][CH2:29]1)=[O:27].CCN(C(C)C)C(C)C. The catalyst is CN(C=O)C. The product is [NH2:25][C:26]([C:28]1([N:41]([CH2:20][C:17]2[CH:18]=[C:19]3[C:14](=[CH:15][C:16]=2[O:22][CH3:23])[N:13]=[CH:12][N:11]=[C:10]3[NH:9][C:5]2[CH:6]=[CH:7][CH:8]=[C:3]([Cl:2])[C:4]=2[F:24])[CH3:42])[CH2:29][CH2:30][N:31]([C:34]([O:36][C:37]([CH3:38])([CH3:39])[CH3:40])=[O:35])[CH2:32][CH2:33]1)=[O:27]. The yield is 0.790. (7) The reactants are [CH2:1]([N:8]1[CH2:16][C:15]2[C:10](=[CH:11][CH:12]=[C:13]([C:17](OC)=[O:18])[CH:14]=2)[CH2:9]1)[C:2]1[CH:7]=[CH:6][CH:5]=[CH:4][CH:3]=1.[H-].[Al+3].[Li+].[H-].[H-].[H-]. The catalyst is O1CCCC1. The product is [CH2:1]([N:8]1[CH2:16][C:15]2[C:10](=[CH:11][CH:12]=[C:13]([CH2:17][OH:18])[CH:14]=2)[CH2:9]1)[C:2]1[CH:3]=[CH:4][CH:5]=[CH:6][CH:7]=1. The yield is 0.990. (8) The reactants are [O:1]([CH2:8][C:9](=[O:11])[CH3:10])[C:2]1[CH:7]=[CH:6][CH:5]=[CH:4][CH:3]=1.[CH2:12]([O:14][C:15](=[O:21])[C:16](OCC)=[O:17])[CH3:13].CC[O-].[Na+]. No catalyst specified. The product is [CH2:12]([O:14][C:15](=[O:21])[C:16](=[O:17])[CH2:10][C:9](=[O:11])[CH2:8][O:1][C:2]1[CH:7]=[CH:6][CH:5]=[CH:4][CH:3]=1)[CH3:13]. The yield is 0.154. (9) The reactants are [O:1]([CH2:8][C:9]([NH:11][C:12]1[NH:13][C:14](=[O:38])[C:15]2[N:16]=[CH:17][N:18]([C:36]=2[N:37]=1)[C@@H:19]1[O:35][C@H:32]([CH2:33][OH:34])[C@@H:30]([OH:31])[C@H:20]1[O:21][CH2:22][O:23][CH2:24][O:25][CH2:26][CH2:27][C:28]#[N:29])=[O:10])[C:2]1[CH:7]=[CH:6][CH:5]=[CH:4][CH:3]=1.N1C=CC=CC=1.[CH3:45][O:46][C:47]1[CH:68]=[CH:67][C:50]([C:51](Cl)([C:60]2[CH:65]=[CH:64][CH:63]=[CH:62][CH:61]=2)[C:52]2[CH:57]=[CH:56][C:55]([O:58][CH3:59])=[CH:54][CH:53]=2)=[CH:49][CH:48]=1. The catalyst is ClCCl. The product is [O:1]([CH2:8][C:9]([NH:11][C:12]1[NH:13][C:14](=[O:38])[C:15]2[N:16]=[CH:17][N:18]([C:36]=2[N:37]=1)[C@@H:19]1[O:35][C@H:32]([CH2:33][O:34][C:51]([C:60]2[CH:65]=[CH:64][CH:63]=[CH:62][CH:61]=2)([C:52]2[CH:57]=[CH:56][C:55]([O:58][CH3:59])=[CH:54][CH:53]=2)[C:50]2[CH:49]=[CH:48][C:47]([O:46][CH3:45])=[CH:68][CH:67]=2)[C@@H:30]([OH:31])[C@H:20]1[O:21][CH2:22][O:23][CH2:24][O:25][CH2:26][CH2:27][C:28]#[N:29])=[O:10])[C:2]1[CH:7]=[CH:6][CH:5]=[CH:4][CH:3]=1. The yield is 0.730. (10) The reactants are O.[PH2:2]([O-:4])=[O:3].[Na+].C=C.[C:8](OOC(=O)C1C=CC=CC=1)(=O)[C:9]1C=CC=CC=1.O.O.O.O.O.O.O.O.O.[N+]([O-])([O-])=O.[Al+3:39].[N+]([O-])([O-])=O.[N+]([O-])([O-])=O.[Al+3].[CH2:49](P([CH2:49][CH3:50])(=O)[O-])[CH3:50].[CH2:56](P([CH2:56][CH3:57])(=O)[O-])[CH3:57].[CH2:49](P([CH2:56][CH3:57])(=O)[O-])[CH3:50]. The catalyst is O. The product is [Al+3:39].[CH2:8]([P:2]([O-:4])[O-:3])[CH3:9].[CH2:49]([P:2]([O-:4])[O-:3])[CH3:50].[CH2:56]([P:2]([O-:4])[O-:3])[CH3:57].[Al+3:39]. The yield is 0.964.